Dataset: Reaction yield outcomes from USPTO patents with 853,638 reactions. Task: Predict the reaction yield, written as a fraction of the theoretical maximum amount of product (1.0 means a 100% yield; for example, 0.34 means a 34% yield). (1) The reactants are [NH2:1][C@@H:2]([CH2:33][C:34]1[CH:39]=[CH:38][CH:37]=[CH:36][CH:35]=1)[C@@H:3]([OH:32])[CH2:4][C@@H:5]([NH:19][C:20]([C@@H:22]([NH:27][C:28](=[O:31])[O:29][CH3:30])[C:23]([CH3:26])([CH3:25])[CH3:24])=[O:21])[CH2:6][C:7]1[CH:12]=[CH:11][C:10]([C:13]2[CH:18]=[CH:17][CH:16]=[CH:15][N:14]=2)=[CH:9][CH:8]=1.[CH3:40][O:41][C:42]1[CH:43]=[C:44]([CH:60]=[CH:61][CH:62]=1)[CH2:45][N:46]1[CH2:50][CH2:49][N:48]([C@@H:51]([C:55]([CH3:58])([CH3:57])[CH3:56])[C:52](O)=[O:53])[C:47]1=[O:59].CCOP(ON1N=NC2C=CC=CC=2C1=O)(OCC)=O.C(N(CC)C(C)C)(C)C. The catalyst is C1COCC1. The product is [OH:32][C@H:3]([C@@H:2]([NH:1][C:52](=[O:53])[C@@H:51]([N:48]1[CH2:49][CH2:50][N:46]([CH2:45][C:44]2[CH:60]=[CH:61][CH:62]=[C:42]([O:41][CH3:40])[CH:43]=2)[C:47]1=[O:59])[C:55]([CH3:58])([CH3:57])[CH3:56])[CH2:33][C:34]1[CH:35]=[CH:36][CH:37]=[CH:38][CH:39]=1)[CH2:4][C@@H:5]([NH:19][C:20]([C@@H:22]([NH:27][C:28](=[O:31])[O:29][CH3:30])[C:23]([CH3:26])([CH3:25])[CH3:24])=[O:21])[CH2:6][C:7]1[CH:12]=[CH:11][C:10]([C:13]2[CH:18]=[CH:17][CH:16]=[CH:15][N:14]=2)=[CH:9][CH:8]=1. The yield is 0.590. (2) The reactants are Br[C:2]1[CH:3]=[C:4]([O:24][CH3:25])[CH:5]=[C:6]2[C:11]=1[N:10]=[C:9]([C:12]([OH:14])=O)[CH:8]=[C:7]2[O:15][CH2:16][O:17][CH2:18][CH2:19][Si:20]([CH3:23])([CH3:22])[CH3:21].[N:26]1([C:32]2[CH:37]=[CH:36][C:35]([NH-:38])=[CH:34][CH:33]=2)[CH2:31][CH2:30][O:29][CH2:28][CH2:27]1.[CH3:39][N:40]1[CH2:46][CH2:45][CH2:44][NH:43][CH2:42][CH2:41]1.C1C=CC(P(C2C(C3C(P(C4C=CC=CC=4)C4C=CC=CC=4)=CC=C4C=3C=CC=C4)=C3C(C=CC=C3)=CC=2)C2C=CC=CC=2)=CC=1.C(=O)([O-])[O-].[Cs+].[Cs+]. The catalyst is C1(C)C=CC=CC=1. The product is [N:26]1([C:32]2[CH:33]=[CH:34][C:35]([NH:38][C:12]([C:9]3[CH:8]=[C:7]([O:15][CH2:16][O:17][CH2:18][CH2:19][Si:20]([CH3:23])([CH3:22])[CH3:21])[C:6]4[C:11](=[C:2]([N:43]5[CH2:44][CH2:45][CH2:46][N:40]([CH3:39])[CH2:41][CH2:42]5)[CH:3]=[C:4]([O:24][CH3:25])[CH:5]=4)[N:10]=3)=[O:14])=[CH:36][CH:37]=2)[CH2:27][CH2:28][O:29][CH2:30][CH2:31]1. The yield is 0.810.